Task: Predict the reaction yield, written as a fraction of the theoretical maximum amount of product (1.0 means a 100% yield; for example, 0.34 means a 34% yield).. Dataset: Reaction yield outcomes from USPTO patents with 853,638 reactions The reactants are [C:1]([C:4]1[CH:5]=[CH:6][C:7]([O:13]CC2C=CC=CC=2)=[C:8]([CH:12]=1)[C:9]([OH:11])=O)(=[O:3])[CH3:2].[F:21][C:22]([F:35])([F:34])[C:23]1[CH:24]=[C:25]([CH:27]=[C:28]([C:30]([F:33])([F:32])[F:31])[CH:29]=1)[NH2:26]. No catalyst specified. The product is [C:1]([C:4]1[CH:5]=[CH:6][C:7]([OH:13])=[C:8]([CH:12]=1)[C:9]([NH:26][C:25]1[CH:27]=[C:28]([C:30]([F:31])([F:32])[F:33])[CH:29]=[C:23]([C:22]([F:21])([F:34])[F:35])[CH:24]=1)=[O:11])(=[O:3])[CH3:2]. The yield is 0.631.